This data is from Reaction yield outcomes from USPTO patents with 853,638 reactions. The task is: Predict the reaction yield, written as a fraction of the theoretical maximum amount of product (1.0 means a 100% yield; for example, 0.34 means a 34% yield). (1) The reactants are [OH:1][C:2]1[CH:9]=[CH:8][C:5]([C:6]#[N:7])=[CH:4][C:3]=1[CH2:10][CH2:11][CH3:12].[SH2:13].C(NCC)C. The catalyst is CN(C=O)C. The product is [OH:1][C:2]1[CH:9]=[CH:8][C:5]([C:6](=[S:13])[NH2:7])=[CH:4][C:3]=1[CH2:10][CH2:11][CH3:12]. The yield is 0.930. (2) The yield is 0.729. The reactants are C[C:2]([CH3:5])([O-:4])C.[K+].[Br:7][C:8]1[N:13]=[CH:12][C:11]([CH:14]=O)=[CH:10][CH:9]=1.C1C[O:19][CH2:18][CH2:17]1. The product is [Br:7][C:8]1[N:13]=[CH:12][C:11](/[CH:14]=[CH:17]/[C:18]([O:4][CH2:2][CH3:5])=[O:19])=[CH:10][CH:9]=1. No catalyst specified. (3) The reactants are [C:1]([O:5][C:6](=[O:21])[NH:7][C:8]1[CH:13]=[CH:12][C:11]([C:14]([CH3:17])([CH3:16])[CH3:15])=[C:10]([N+:18]([O-])=O)[CH:9]=1)([CH3:4])([CH3:3])[CH3:2]. The catalyst is CO.[Pd]. The product is [C:1]([O:5][C:6](=[O:21])[NH:7][C:8]1[CH:13]=[CH:12][C:11]([C:14]([CH3:17])([CH3:16])[CH3:15])=[C:10]([NH2:18])[CH:9]=1)([CH3:4])([CH3:2])[CH3:3]. The yield is 0.930. (4) The reactants are [F:1][C:2]1[CH:7]=[C:6]([C:8]([O:10]C)=[O:9])[CH:5]=[CH:4][C:3]=1[C:12]1[CH:17]=[CH:16][C:15]([O:18][CH2:19][CH:20]2[CH2:25][CH2:24][N:23]([CH2:26][C:27]3([C:31]([F:34])([F:33])[F:32])[CH2:30][CH2:29][CH2:28]3)[CH2:22][CH2:21]2)=[C:14]([F:35])[CH:13]=1.O[Li].O. The catalyst is C1COCC1.O. The product is [F:1][C:2]1[CH:7]=[C:6]([C:8]([OH:10])=[O:9])[CH:5]=[CH:4][C:3]=1[C:12]1[CH:17]=[CH:16][C:15]([O:18][CH2:19][CH:20]2[CH2:25][CH2:24][N:23]([CH2:26][C:27]3([C:31]([F:34])([F:32])[F:33])[CH2:28][CH2:29][CH2:30]3)[CH2:22][CH2:21]2)=[C:14]([F:35])[CH:13]=1. The yield is 0.760. (5) The reactants are Br[C:2]1[C:6](Br)=[CH:5][S:4][CH:3]=1.[C:8]([Cu])#[N:9].[CH3:11][N:12](C=O)C. The catalyst is Cl. The product is [C:11]([C:2]1[C:6]([C:8]#[N:9])=[CH:5][S:4][CH:3]=1)#[N:12]. The yield is 0.690.